Dataset: NCI-60 drug combinations with 297,098 pairs across 59 cell lines. Task: Regression. Given two drug SMILES strings and cell line genomic features, predict the synergy score measuring deviation from expected non-interaction effect. (1) Drug 1: COC1=NC(=NC2=C1N=CN2C3C(C(C(O3)CO)O)O)N. Drug 2: C1=NNC2=C1C(=O)NC=N2. Cell line: HCT-15. Synergy scores: CSS=-0.820, Synergy_ZIP=1.27, Synergy_Bliss=1.84, Synergy_Loewe=-1.10, Synergy_HSA=-2.79. (2) Cell line: MOLT-4. Drug 2: C1CN1C2=NC(=NC(=N2)N3CC3)N4CC4. Drug 1: CC1=C(C=C(C=C1)NC(=O)C2=CC=C(C=C2)CN3CCN(CC3)C)NC4=NC=CC(=N4)C5=CN=CC=C5. Synergy scores: CSS=51.1, Synergy_ZIP=-0.983, Synergy_Bliss=-2.97, Synergy_Loewe=-26.9, Synergy_HSA=-3.28. (3) Drug 1: CCCCC(=O)OCC(=O)C1(CC(C2=C(C1)C(=C3C(=C2O)C(=O)C4=C(C3=O)C=CC=C4OC)O)OC5CC(C(C(O5)C)O)NC(=O)C(F)(F)F)O. Drug 2: C1C(C(OC1N2C=NC3=C2NC=NCC3O)CO)O. Cell line: SF-295. Synergy scores: CSS=11.6, Synergy_ZIP=7.50, Synergy_Bliss=14.0, Synergy_Loewe=-7.74, Synergy_HSA=-1.94.